This data is from Tyrosyl-DNA phosphodiesterase HTS with 341,365 compounds. The task is: Binary Classification. Given a drug SMILES string, predict its activity (active/inactive) in a high-throughput screening assay against a specified biological target. (1) The result is 0 (inactive). The molecule is O=C(N1C(CCCC1)C)COC(=O)c1nc2c(cc1)cccc2. (2) The molecule is O=C(N1CCN(CC1)C)C(/NC(=O)c1ccccc1)=C/c1occc1. The result is 0 (inactive). (3) The drug is s1c2c(CCN(C2)CC)c(c1NC(=O)c1ccc(S(=O)(=O)N2CCOCC2)cc1)C(=O)N. The result is 0 (inactive). (4) The compound is Clc1cc(c2oc(cc2)/C=N\NC(OC)=O)ccc1Cl. The result is 0 (inactive).